Dataset: Forward reaction prediction with 1.9M reactions from USPTO patents (1976-2016). Task: Predict the product of the given reaction. The product is: [C:1]1([CH:7]2[CH2:24][CH:10]3[CH2:11][NH:12][CH2:13][CH:9]3[CH2:8]2)[CH:2]=[CH:3][CH:4]=[CH:5][CH:6]=1. Given the reactants [C:1]1([C:7]2[CH2:24][CH:10]3[CH2:11][N:12](C(OCC4C=CC=CC=4)=O)[CH2:13][CH:9]3[CH:8]=2)[CH:6]=[CH:5][CH:4]=[CH:3][CH:2]=1, predict the reaction product.